Dataset: Experimentally validated miRNA-target interactions with 360,000+ pairs, plus equal number of negative samples. Task: Binary Classification. Given a miRNA mature sequence and a target amino acid sequence, predict their likelihood of interaction. The miRNA is mmu-miR-5101 with sequence UUUGUUUGUUUUGCUGAUGCAG. The protein sequence of the target gene is MAAAGLVAVVAAAEYSGPVASGGNLSGATCGPSPGLGPGPGPGSWSRSVDRALEEAAVTGVLSLSGRKLREFPRGAANHDLTDTTRADLSRNRLSEIPMEACHFVSLESLNLYQNCIRYIPEAVLNLQALTFLNISRNQLSTLPVHLCNLPLKVLIASNNKLVSLPEEIGHLRHLTELDVSCNEIQTVPSQIGNLEALRDFNVRRNHLLRLPEELAEVPLIRLDFSCNKITVIPVCYRNLRHLQVITLDNNPLQSPPAQICIKGKIHIFKYLNIQACKIAPDLPDYERRPLGFGSCHEEL.... Result: 0 (no interaction).